Dataset: Forward reaction prediction with 1.9M reactions from USPTO patents (1976-2016). Task: Predict the product of the given reaction. (1) Given the reactants [CH:1]([O:4][C:5]1[N:10]=[CH:9][C:8]([CH:11]=O)=[CH:7][CH:6]=1)([CH3:3])[CH3:2].[NH2:13][C:14]1[N:15]=[N:16][C:17]([CH3:20])=[CH:18][CH:19]=1.C([O:23][C:24](=O)[C:25]([OH:38])=[CH:26][C:27]([C:29]1[CH:34]=[CH:33][C:32]([CH:35]([CH3:37])[CH3:36])=[CH:31][CH:30]=1)=[O:28])C, predict the reaction product. The product is: [OH:38][C:25]1[C:24](=[O:23])[N:13]([C:14]2[N:15]=[N:16][C:17]([CH3:20])=[CH:18][CH:19]=2)[CH:11]([C:8]2[CH:9]=[N:10][C:5]([O:4][CH:1]([CH3:2])[CH3:3])=[CH:6][CH:7]=2)[C:26]=1[C:27](=[O:28])[C:29]1[CH:34]=[CH:33][C:32]([CH:35]([CH3:37])[CH3:36])=[CH:31][CH:30]=1. (2) Given the reactants [CH3:1][CH:2]1[CH2:7][CH2:6][NH:5][CH2:4][CH2:3]1.[CH:8]1([NH:11][C:12]([C:14]2[CH:15]=[CH:16][C:17]([CH3:33])=[C:18]([NH:20][C:21](=[O:32])[C:22]3[CH:27]=[C:26](F)[CH:25]=[CH:24][C:23]=3[N+:29]([O-:31])=[O:30])[CH:19]=2)=[O:13])[CH2:10][CH2:9]1, predict the reaction product. The product is: [CH:8]1([NH:11][C:12]([C:14]2[CH:15]=[CH:16][C:17]([CH3:33])=[C:18]([NH:20][C:21](=[O:32])[C:22]3[CH:27]=[C:26]([N:5]4[CH2:6][CH2:7][CH:2]([CH3:1])[CH2:3][CH2:4]4)[CH:25]=[CH:24][C:23]=3[N+:29]([O-:31])=[O:30])[CH:19]=2)=[O:13])[CH2:10][CH2:9]1. (3) Given the reactants C1C=CC(P(C2C=CC=CC=2)C2C=CC=CC=2)=CC=1.CC(OC(/N=N/C(OC(C)C)=O)=O)C.[CH3:34][C:35]1[C:39]([C:40]2[C:41]([O:54][CH3:55])=[CH:42][C:43]3[C:44]4[NH:52][C:51](=[O:53])[O:50][C:45]=4[CH:46]=[N:47][C:48]=3[CH:49]=2)=[C:38]([CH3:56])[O:37][N:36]=1.[N:57]1[CH:62]=[CH:61][CH:60]=[CH:59][C:58]=1[C@@H:63](O)[CH3:64].C([O-])(O)=O.[Na+], predict the reaction product. The product is: [CH3:34][C:35]1[C:39]([C:40]2[C:41]([O:54][CH3:55])=[CH:42][C:43]3[C:44]4[N:52]([C@@H:63]([C:58]5[CH:59]=[CH:60][CH:61]=[CH:62][N:57]=5)[CH3:64])[C:51](=[O:53])[O:50][C:45]=4[CH:46]=[N:47][C:48]=3[CH:49]=2)=[C:38]([CH3:56])[O:37][N:36]=1. (4) Given the reactants [NH2:1][C:2]1[C:7]([C:8]([O:10][CH3:11])=[O:9])=[CH:6][C:5]([Cl:12])=[C:4]([NH2:13])[N:3]=1.Br[CH2:15][C:16](=O)[CH2:17][CH3:18], predict the reaction product. The product is: [NH2:13][C:4]1[N:3]2[CH:15]=[C:16]([CH2:17][CH3:18])[N:1]=[C:2]2[C:7]([C:8]([O:10][CH3:11])=[O:9])=[CH:6][C:5]=1[Cl:12]. (5) Given the reactants C([O:8][C:9]1[CH:10]=[CH:11][C:12]([C@@H:20]([O:42][Si](C(C)(C)C)(C)C)[CH2:21][NH:22][CH2:23][C:24]2([OH:41])[CH2:29][CH2:28][N:27]([CH2:30][CH2:31][CH2:32][CH2:33][O:34][C:35]3[CH:40]=[CH:39][CH:38]=[CH:37][CH:36]=3)[CH2:26][CH2:25]2)=[C:13]2[C:18]=1[NH:17][C:16](=[O:19])[CH:15]=[CH:14]2)C1C=CC=CC=1.F.F.F.C(N(CC)CC)C, predict the reaction product. The product is: [OH:8][C:9]1[CH:10]=[CH:11][C:12]([C@@H:20]([OH:42])[CH2:21][NH:22][CH2:23][C:24]2([OH:41])[CH2:29][CH2:28][N:27]([CH2:30][CH2:31][CH2:32][CH2:33][O:34][C:35]3[CH:36]=[CH:37][CH:38]=[CH:39][CH:40]=3)[CH2:26][CH2:25]2)=[C:13]2[C:18]=1[NH:17][C:16](=[O:19])[CH:15]=[CH:14]2. (6) Given the reactants [CH:1]([C:3]1[CH:10]=[CH:9][C:6]([C:7]#[N:8])=[CH:5][C:4]=1[S:11][CH3:12])=O.[F:13][C:14]([F:26])([F:25])[C:15]1[CH:16]=[C:17]([NH:21][C:22]([NH2:24])=[O:23])[CH:18]=[CH:19][CH:20]=1.[C:27]([O:33][CH2:34][CH:35]=[CH2:36])(=[O:32])[CH2:28][C:29]([CH3:31])=O, predict the reaction product. The product is: [C:7]([C:6]1[CH:9]=[CH:10][C:3]([CH:1]2[C:28]([C:27]([O:33][CH2:34][CH:35]=[CH2:36])=[O:32])=[C:29]([CH3:31])[N:21]([C:17]3[CH:18]=[CH:19][CH:20]=[C:15]([C:14]([F:25])([F:26])[F:13])[CH:16]=3)[C:22](=[O:23])[NH:24]2)=[C:4]([S:11][CH3:12])[CH:5]=1)#[N:8].